This data is from NCI-60 drug combinations with 297,098 pairs across 59 cell lines. The task is: Regression. Given two drug SMILES strings and cell line genomic features, predict the synergy score measuring deviation from expected non-interaction effect. (1) Drug 1: C#CCC(CC1=CN=C2C(=N1)C(=NC(=N2)N)N)C3=CC=C(C=C3)C(=O)NC(CCC(=O)O)C(=O)O. Drug 2: CCN(CC)CCCC(C)NC1=C2C=C(C=CC2=NC3=C1C=CC(=C3)Cl)OC. Cell line: MCF7. Synergy scores: CSS=23.0, Synergy_ZIP=-5.17, Synergy_Bliss=-2.03, Synergy_Loewe=-0.123, Synergy_HSA=-0.0434. (2) Synergy scores: CSS=3.86, Synergy_ZIP=0.984, Synergy_Bliss=5.66, Synergy_Loewe=3.02, Synergy_HSA=3.02. Drug 2: CCCCC(=O)OCC(=O)C1(CC(C2=C(C1)C(=C3C(=C2O)C(=O)C4=C(C3=O)C=CC=C4OC)O)OC5CC(C(C(O5)C)O)NC(=O)C(F)(F)F)O. Cell line: HOP-62. Drug 1: CNC(=O)C1=CC=CC=C1SC2=CC3=C(C=C2)C(=NN3)C=CC4=CC=CC=N4. (3) Drug 1: COC1=CC(=CC(=C1O)OC)C2C3C(COC3=O)C(C4=CC5=C(C=C24)OCO5)OC6C(C(C7C(O6)COC(O7)C8=CC=CS8)O)O. Drug 2: CC1C(C(=O)NC(C(=O)N2CCCC2C(=O)N(CC(=O)N(C(C(=O)O1)C(C)C)C)C)C(C)C)NC(=O)C3=C4C(=C(C=C3)C)OC5=C(C(=O)C(=C(C5=N4)C(=O)NC6C(OC(=O)C(N(C(=O)CN(C(=O)C7CCCN7C(=O)C(NC6=O)C(C)C)C)C)C(C)C)C)N)C. Cell line: SN12C. Synergy scores: CSS=39.6, Synergy_ZIP=1.45, Synergy_Bliss=4.39, Synergy_Loewe=5.59, Synergy_HSA=5.25. (4) Drug 1: CC1CCC2CC(C(=CC=CC=CC(CC(C(=O)C(C(C(=CC(C(=O)CC(OC(=O)C3CCCCN3C(=O)C(=O)C1(O2)O)C(C)CC4CCC(C(C4)OC)OCCO)C)C)O)OC)C)C)C)OC. Drug 2: C(CC(=O)O)C(=O)CN.Cl. Cell line: A498. Synergy scores: CSS=6.41, Synergy_ZIP=-3.88, Synergy_Bliss=3.28, Synergy_Loewe=-3.81, Synergy_HSA=2.32. (5) Drug 1: C1C(C(OC1N2C=NC3=C(N=C(N=C32)Cl)N)CO)O. Drug 2: CC1=C2C(C(=O)C3(C(CC4C(C3C(C(C2(C)C)(CC1OC(=O)C(C(C5=CC=CC=C5)NC(=O)C6=CC=CC=C6)O)O)OC(=O)C7=CC=CC=C7)(CO4)OC(=O)C)O)C)OC(=O)C. Cell line: MDA-MB-231. Synergy scores: CSS=37.8, Synergy_ZIP=1.48, Synergy_Bliss=2.94, Synergy_Loewe=2.16, Synergy_HSA=5.78. (6) Drug 1: CC1=C(C(=O)C2=C(C1=O)N3CC4C(C3(C2COC(=O)N)OC)N4)N. Drug 2: C1CCC(C(C1)N)N.C(=O)(C(=O)[O-])[O-].[Pt+4]. Cell line: NCI-H226. Synergy scores: CSS=-2.76, Synergy_ZIP=-4.38, Synergy_Bliss=-10.0, Synergy_Loewe=-17.4, Synergy_HSA=-13.5. (7) Drug 1: CCN(CC)CCNC(=O)C1=C(NC(=C1C)C=C2C3=C(C=CC(=C3)F)NC2=O)C. Drug 2: C(CN)CNCCSP(=O)(O)O. Cell line: SW-620. Synergy scores: CSS=7.86, Synergy_ZIP=-2.49, Synergy_Bliss=-0.631, Synergy_Loewe=4.95, Synergy_HSA=-1.43. (8) Drug 1: C1=CC(=CC=C1CCCC(=O)O)N(CCCl)CCCl. Drug 2: CCN(CC)CCCC(C)NC1=C2C=C(C=CC2=NC3=C1C=CC(=C3)Cl)OC. Cell line: HCT116. Synergy scores: CSS=75.3, Synergy_ZIP=3.01, Synergy_Bliss=1.41, Synergy_Loewe=-6.10, Synergy_HSA=4.07.